Dataset: Reaction yield outcomes from USPTO patents with 853,638 reactions. Task: Predict the reaction yield, written as a fraction of the theoretical maximum amount of product (1.0 means a 100% yield; for example, 0.34 means a 34% yield). (1) The reactants are [NH2:1][C:2]1[N:10]=[C:9]([S:11][CH3:12])[C:8]([C:13]#[N:14])=[CH:7][C:3]=1C(O)=O.C1CCCCC1. The catalyst is C1(OC2C=CC=CC=2)C=CC=CC=1. The product is [NH2:1][C:2]1[CH:3]=[CH:7][C:8]([C:13]#[N:14])=[C:9]([S:11][CH3:12])[N:10]=1. The yield is 0.550. (2) The catalyst is CCO.O.C1C=CC(P(C2C=CC=CC=2)[C-]2C=CC=C2)=CC=1.C1C=CC(P(C2C=CC=CC=2)[C-]2C=CC=C2)=CC=1.Cl[Pd]Cl.[Fe+2]. The product is [CH:28]([NH:31][C:32](=[O:50])[CH2:33][O:34][C:35]1[CH:40]=[C:39]([C:16]2[N:15]=[C:14]([NH:13][C:11]3[CH:10]=[N:9][N:8]([C:6]([O:5][C:1]([CH3:2])([CH3:3])[CH3:4])=[O:7])[CH:12]=3)[CH:19]=[CH:18][N:17]=2)[CH:38]=[CH:37][CH:36]=1)([CH3:30])[CH3:29]. The reactants are [C:1]([O:5][C:6]([N:8]1[CH:12]=[C:11]([N:13](C(OC(C)(C)C)=O)[C:14]2[CH:19]=[CH:18][N:17]=[C:16](Cl)[N:15]=2)[CH:10]=[N:9]1)=[O:7])([CH3:4])([CH3:3])[CH3:2].[CH:28]([NH:31][C:32](=[O:50])[CH2:33][O:34][C:35]1[CH:40]=[CH:39][CH:38]=[C:37](B2OC(C)(C)C(C)(C)O2)[CH:36]=1)([CH3:30])[CH3:29].C([O-])([O-])=O.[Na+].[Na+].CC(OC(OC(OC(C)(C)C)=O)=O)(C)C. The yield is 0.220. (3) The reactants are C(P(C12CC3CC(CC(C3)C1)C2)C12CC3CC(CC(C3)C1)C2)CCC.Br[C:27]1[N:32]=[C:31]([NH2:33])[CH:30]=[C:29]([CH3:34])[CH:28]=1.[OH:35][C:36]1([C:49]2[S:50][CH:51]=[CH:52][N:53]=2)[C:44]2[C:39](=[CH:40][C:41]([C:45]([O:47][CH3:48])=[O:46])=[CH:42][CH:43]=2)[CH2:38][CH2:37]1.[F-].[Cs+].C(O)(=O)C(C)(C)C. The catalyst is O1CCOCC1.C([O-])(=O)C.C([O-])(=O)C.[Pd+2]. The product is [NH2:33][C:31]1[N:32]=[C:27]([C:51]2[S:50][C:49]([C:36]3([OH:35])[C:44]4[C:39](=[CH:40][C:41]([C:45]([O:47][CH3:48])=[O:46])=[CH:42][CH:43]=4)[CH2:38][CH2:37]3)=[N:53][CH:52]=2)[CH:28]=[C:29]([CH3:34])[CH:30]=1. The yield is 0.570.